This data is from Forward reaction prediction with 1.9M reactions from USPTO patents (1976-2016). The task is: Predict the product of the given reaction. (1) Given the reactants [F:1][C:2]1[CH:7]=[C:6]([F:8])[CH:5]=[CH:4][C:3]=1[C:9]1[CH:14]=[CH:13][C:12]([O:15][CH2:16][C:17]2[CH:18]=[C:19]([CH:32]=[CH:33][CH:34]=2)[CH2:20][N:21]([CH2:28][C:29]([OH:31])=[O:30])[C:22](=[O:27])[C:23]([CH3:26])(C)[CH3:24])=[CH:11][CH:10]=1.Cl.C(OC(=O)CNCC1C=CC=C(COC2C=CC(C3C=CC(F)=CC=3F)=CC=2)C=1)C.C1(C(Cl)=O)CC1, predict the reaction product. The product is: [CH:23]1([C:22]([N:21]([CH2:28][C:29]([OH:31])=[O:30])[CH2:20][C:19]2[CH:32]=[CH:33][CH:34]=[C:17]([CH2:16][O:15][C:12]3[CH:13]=[CH:14][C:9]([C:3]4[CH:4]=[CH:5][C:6]([F:8])=[CH:7][C:2]=4[F:1])=[CH:10][CH:11]=3)[CH:18]=2)=[O:27])[CH2:24][CH2:26]1. (2) Given the reactants [NH2:1][CH:2]1[C:10]2[CH:9]=[N:8][CH:7]=[C:6]([N:11]3[CH2:19][C:18]4[C:13](=[CH:14][CH:15]=[C:16]([Cl:20])[CH:17]=4)[C:12]3=[O:21])[C:5]=2[CH2:4][CH2:3]1.CCN(CC)CC.[C:29](Cl)(=[O:31])[CH3:30], predict the reaction product. The product is: [Cl:20][C:16]1[CH:17]=[C:18]2[C:13](=[CH:14][CH:15]=1)[C:12](=[O:21])[N:11]([C:6]1[C:5]3[CH2:4][CH2:3][CH:2]([NH:1][C:29](=[O:31])[CH3:30])[C:10]=3[CH:9]=[N:8][CH:7]=1)[CH2:19]2. (3) The product is: [CH2:35]([N:42]1[CH2:47][CH2:46][N:45]([C:15]([C:14]2[CH:13]=[C:12]([N:8]3[CH2:7][C:6]4[C:10](=[C:2]([Cl:1])[CH:3]=[CH:4][CH:5]=4)[C:9]3=[O:11])[CH:34]=[CH:33][CH:32]=2)=[O:16])[CH2:44][CH2:43]1)[C:36]1[CH:37]=[CH:38][CH:39]=[CH:40][CH:41]=1. Given the reactants [Cl:1][C:2]1[CH:3]=[CH:4][CH:5]=[C:6]2[C:10]=1[C:9](=[O:11])[N:8]([C:12]1[CH:13]=[C:14]([CH:32]=[CH:33][CH:34]=1)[C:15](NCCC1CCN(C3C=CN=CC=3)CC1)=[O:16])[CH2:7]2.[CH2:35]([N:42]1[CH2:47][CH2:46][NH:45][CH2:44][CH2:43]1)[C:36]1[CH:41]=[CH:40][CH:39]=[CH:38][CH:37]=1.ClC1C=CC=C2C=1C(=O)N(C1C=C(C=CC=1)C(O)=O)C2, predict the reaction product. (4) Given the reactants [Cl:1][C:2]1[CH:3]=[CH:4][C:5]([O:17][CH2:18][CH:19]([CH3:21])[CH3:20])=[C:6]([CH2:8][C:9]2[O:10][CH:11]=[C:12]([C:14](O)=O)[N:13]=2)[CH:7]=1.CCN=C=NCCCN(C)C.C1C=CC2N(O)N=NC=2C=1.CN1CCOCC1.[NH2:50][C:51]1[CH:52]=[C:53]([CH2:58][CH2:59][OH:60])[CH:54]=[CH:55][C:56]=1[NH2:57], predict the reaction product. The product is: [Cl:1][C:2]1[CH:3]=[CH:4][C:5]([O:17][CH2:18][CH:19]([CH3:21])[CH3:20])=[C:6]([CH2:8][C:9]2[O:10][CH:11]=[C:12]([C:14]3[NH:57][C:56]4[CH:55]=[CH:54][C:53]([CH2:58][CH2:59][OH:60])=[CH:52][C:51]=4[N:50]=3)[N:13]=2)[CH:7]=1. (5) Given the reactants Cl[C:2]1[CH:11]=[CH:10][C:9]2[C:4](=[CH:5][CH:6]=[C:7]([OH:12])[CH:8]=2)[N:3]=1.[NH2:13][C@H:14]1[C:22]2[C:17](=[CH:18][CH:19]=[CH:20][CH:21]=2)[CH2:16][CH2:15]1.Br.Br[CH2:25][C:26]1[CH:27]=[N:28][CH:29]=[CH:30][CH:31]=1, predict the reaction product. The product is: [C@H:14]1([NH:13][C:2]2[CH:11]=[CH:10][C:9]3[C:4](=[CH:5][CH:6]=[C:7]([O:12][CH2:25][C:26]4[CH:27]=[N:28][CH:29]=[CH:30][CH:31]=4)[CH:8]=3)[N:3]=2)[C:22]2[C:17](=[CH:18][CH:19]=[CH:20][CH:21]=2)[CH2:16][CH2:15]1. (6) Given the reactants [CH3:1][O:2][C:3]([C:5]1[C:6]([CH3:17])=[C:7]2[C:12](Cl)=[C:11]([C:14]#[N:15])[CH:10]=[N:9][N:8]2[CH:16]=1)=[O:4].[NH2:18][CH:19]1[CH2:24][CH2:23][N:22]([CH2:25][C:26]2[CH:31]=[CH:30][CH:29]=[CH:28][CH:27]=2)[CH2:21][CH2:20]1.COC(C1C(C)=C2C(NC3C=CC(OC4C=CC=CC=4OC(C(OC(C)(C)C)=O)(C)C)=CC=3)=C(C#N)C=NN2C=1)=O, predict the reaction product. The product is: [CH3:1][O:2][C:3]([C:5]1[C:6]([CH3:17])=[C:7]2[C:12]([NH:18][CH:19]3[CH2:24][CH2:23][N:22]([CH2:25][C:26]4[CH:31]=[CH:30][CH:29]=[CH:28][CH:27]=4)[CH2:21][CH2:20]3)=[C:11]([C:14]#[N:15])[CH:10]=[N:9][N:8]2[CH:16]=1)=[O:4].